Dataset: Reaction yield outcomes from USPTO patents with 853,638 reactions. Task: Predict the reaction yield, written as a fraction of the theoretical maximum amount of product (1.0 means a 100% yield; for example, 0.34 means a 34% yield). (1) The reactants are [Br:1][C:2]1[CH:3]=[CH:4][C:5]([CH2:8][CH2:9][C:10]([CH3:20])([S:16]([CH3:19])(=[O:18])=[O:17])[C:11]([O:13]CC)=[O:12])=[N:6][CH:7]=1.BrC1C=CC(CCC(C)(S(C)(=O)=O)C(O)=O)=CC=1. No catalyst specified. The product is [Br:1][C:2]1[CH:3]=[CH:4][C:5]([CH2:8][CH2:9][C:10]([CH3:20])([S:16]([CH3:19])(=[O:18])=[O:17])[C:11]([OH:13])=[O:12])=[N:6][CH:7]=1. The yield is 0.930. (2) The reactants are [C:1]([C:5]1[C:10]([N+:11]([O-:13])=[O:12])=[CH:9][C:8]([NH:14][C:15]#[C:16][Si](C)(C)C)=[CH:7][CH:6]=1)([CH3:4])([CH3:3])[CH3:2]. The catalyst is CN(C=O)C.[Cu]I. The product is [C:1]([C:5]1[CH:6]=[C:7]2[C:8](=[CH:9][C:10]=1[N+:11]([O-:13])=[O:12])[NH:14][CH:15]=[CH:16]2)([CH3:4])([CH3:3])[CH3:2]. The yield is 0.690. (3) The reactants are [Cl:1][C:2]1[NH:3][C:4]2[C:9]([C:10]=1[CH:11]=[O:12])=[CH:8][CH:7]=[CH:6][CH:5]=2.[CH2:13]([O:15][C:16]1[CH:21]=[CH:20][C:19](B(O)O)=[CH:18][CH:17]=1)[CH3:14]. No catalyst specified. The product is [Cl:1][C:2]1[N:3]([C:19]2[CH:20]=[CH:21][C:16]([O:15][CH2:13][CH3:14])=[CH:17][CH:18]=2)[C:4]2[C:9]([C:10]=1[CH:11]=[O:12])=[CH:8][CH:7]=[CH:6][CH:5]=2. The yield is 0.370.